From a dataset of Full USPTO retrosynthesis dataset with 1.9M reactions from patents (1976-2016). Predict the reactants needed to synthesize the given product. Given the product [F:1][C:2]1[CH:3]=[C:4]([C:8]2[N:12]=[C:11]([CH:13]3[CH2:18][CH:17]([C:19]4[CH:24]=[CH:23][C:22]([O:25][C:26]([F:29])([F:28])[F:27])=[CH:21][CH:20]=4)[CH2:16][N:15]([C:30]([N:33]4[CH2:37][CH2:36][CH:35]([OH:38])[CH2:34]4)=[O:31])[CH2:14]3)[O:10][N:9]=2)[CH:5]=[CH:6][CH:7]=1, predict the reactants needed to synthesize it. The reactants are: [F:1][C:2]1[CH:3]=[C:4]([C:8]2[N:12]=[C:11]([CH:13]3[CH2:18][CH:17]([C:19]4[CH:24]=[CH:23][C:22]([O:25][C:26]([F:29])([F:28])[F:27])=[CH:21][CH:20]=4)[CH2:16][N:15]([C:30](Cl)=[O:31])[CH2:14]3)[O:10][N:9]=2)[CH:5]=[CH:6][CH:7]=1.[NH:33]1[CH2:37][CH2:36][CH:35]([OH:38])[CH2:34]1.